This data is from Catalyst prediction with 721,799 reactions and 888 catalyst types from USPTO. The task is: Predict which catalyst facilitates the given reaction. Reactant: Br[C:2]1[CH:11]=[C:10]2[C:5]([CH2:6][CH2:7][N:8]([C:12]3[CH:17]=[C:16]([N:18]4[CH2:23][CH2:22][N:21]([CH3:24])[CH2:20][CH2:19]4)[N:15]=[C:14]([NH2:25])[N:13]=3)[CH2:9]2)=[CH:4][CH:3]=1.[Cl:26][C:27]1[CH:28]=[N:29][NH:30][CH:31]=1.C(=O)([O-])[O-].[K+].[K+].CN[C@H]1CCCC[C@@H]1NC. Product: [Cl:26][C:27]1[CH:28]=[N:29][N:30]([C:2]2[CH:11]=[C:10]3[C:5]([CH2:6][CH2:7][N:8]([C:12]4[CH:17]=[C:16]([N:18]5[CH2:23][CH2:22][N:21]([CH3:24])[CH2:20][CH2:19]5)[N:15]=[C:14]([NH2:25])[N:13]=4)[CH2:9]3)=[CH:4][CH:3]=2)[CH:31]=1. The catalyst class is: 185.